This data is from Forward reaction prediction with 1.9M reactions from USPTO patents (1976-2016). The task is: Predict the product of the given reaction. (1) Given the reactants [Cl:1][C:2]1[CH:3]=[CH:4][C:5]([OH:20])=[C:6]([CH:19]=1)[CH2:7][N:8]1[C:16](=[O:17])[C:15]2[C:10](=[CH:11][CH:12]=[CH:13][CH:14]=2)[C:9]1=[O:18].O[CH2:22][C:23]1[O:27][N:26]=[C:25]([CH3:28])[CH:24]=1.C1(P(C2C=CC=CC=2)C2C=CC=CC=2)C=CC=CC=1.CCOC(/N=N/C(OCC)=O)=O, predict the reaction product. The product is: [Cl:1][C:2]1[CH:3]=[CH:4][C:5]([O:20][CH2:22][C:23]2[O:27][N:26]=[C:25]([CH3:28])[CH:24]=2)=[C:6]([CH:19]=1)[CH2:7][N:8]1[C:9](=[O:18])[C:10]2[C:15](=[CH:14][CH:13]=[CH:12][CH:11]=2)[C:16]1=[O:17]. (2) Given the reactants [F:1][C:2]([F:33])([F:32])[C:3]1[CH:7]=[CH:6][N:5]([CH2:8][C:9]2[CH:10]=[C:11]([C:15]3[CH:19]=[C:18]([CH2:20][CH:21]([CH3:23])[CH3:22])[S:17][C:16]=3[S:24]([NH:27]C(C)(C)C)(=[O:26])=[O:25])[CH:12]=[CH:13][CH:14]=2)[N:4]=1.B(Cl)(Cl)Cl.N1(C2C=CC=CN=2)CCCC1.Cl[C:50]([O:52][CH2:53][CH2:54][CH2:55][CH3:56])=[O:51].C(O)(=O)CC(CC(O)=O)(C(O)=O)O, predict the reaction product. The product is: [CH2:53]([O:52][C:50]([NH:27][S:24]([C:16]1[S:17][C:18]([CH2:20][CH:21]([CH3:23])[CH3:22])=[CH:19][C:15]=1[C:11]1[CH:12]=[CH:13][CH:14]=[C:9]([CH2:8][N:5]2[CH:6]=[CH:7][C:3]([C:2]([F:32])([F:33])[F:1])=[N:4]2)[CH:10]=1)(=[O:25])=[O:26])=[O:51])[CH2:54][CH2:55][CH3:56]. (3) Given the reactants [C:1]([C:4]1[CH:5]=[C:6]2[C:10](=[CH:11][CH:12]=1)[NH:9][CH:8]=[CH:7]2)([OH:3])=[O:2].[C:13]([O-])(O)=O.[Na+].CI.O, predict the reaction product. The product is: [CH3:13][O:2][C:1]([C:4]1[CH:5]=[C:6]2[C:10](=[CH:11][CH:12]=1)[NH:9][CH:8]=[CH:7]2)=[O:3]. (4) Given the reactants [OH:1][C:2]1([C:9]2[CH:14]=[CH:13][CH:12]=[C:11]([O:15][CH3:16])[N:10]=2)[CH2:7][CH2:6][C:5](=O)[CH2:4][CH2:3]1.[NH:17]1[CH2:20][CH:19]([NH:21][C:22]([CH2:24][NH:25][C:26](=[O:37])[C:27]2[CH:32]=[CH:31][CH:30]=[C:29]([C:33]([F:36])([F:35])[F:34])[CH:28]=2)=[O:23])[CH2:18]1, predict the reaction product. The product is: [OH:1][C:2]1([C:9]2[CH:14]=[CH:13][CH:12]=[C:11]([O:15][CH3:16])[N:10]=2)[CH2:7][CH2:6][CH:5]([N:17]2[CH2:20][CH:19]([NH:21][C:22]([CH2:24][NH:25][C:26](=[O:37])[C:27]3[CH:32]=[CH:31][CH:30]=[C:29]([C:33]([F:36])([F:34])[F:35])[CH:28]=3)=[O:23])[CH2:18]2)[CH2:4][CH2:3]1. (5) Given the reactants [NH:1]1[C:9]2[C:4](=[CH:5][CH:6]=[CH:7][CH:8]=2)[CH2:3][CH2:2]1.C([O-])([O-])=O.[K+].[K+].[CH2:16](Br)[C:17]1[CH:22]=[CH:21][CH:20]=[CH:19][CH:18]=1.[NH4+].[Cl-], predict the reaction product. The product is: [CH2:16]([N:1]1[C:9]2[C:4](=[CH:5][CH:6]=[CH:7][CH:8]=2)[CH2:3][CH2:2]1)[C:17]1[CH:22]=[CH:21][CH:20]=[CH:19][CH:18]=1. (6) The product is: [Cl:17][C:18]1[CH:23]=[C:22]([O:24][CH2:25][CH:26]=[C:27]([Cl:28])[Cl:29])[CH:21]=[C:20]([CH3:30])[C:19]=1[O:1][CH2:2][CH2:3][CH2:4][CH2:5][O:6][C:7]1[CH:12]=[CH:11][C:10]([C:13]([F:16])([F:14])[F:15])=[CH:9][N:8]=1. Given the reactants [OH:1][CH2:2][CH2:3][CH2:4][CH2:5][O:6][C:7]1[CH:12]=[CH:11][C:10]([C:13]([F:16])([F:15])[F:14])=[CH:9][N:8]=1.[Cl:17][C:18]1[CH:23]=[C:22]([O:24][CH2:25][CH:26]=[C:27]([Cl:29])[Cl:28])[CH:21]=[C:20]([CH3:30])[C:19]=1O.C1(P(C2C=CC=CC=2)C2C=CC=CC=2)C=CC=CC=1.N(C(OC(C)C)=O)=NC(OC(C)C)=O, predict the reaction product.